From a dataset of Experimentally validated miRNA-target interactions with 360,000+ pairs, plus equal number of negative samples. Binary Classification. Given a miRNA mature sequence and a target amino acid sequence, predict their likelihood of interaction. The miRNA is hsa-miR-506-3p with sequence UAAGGCACCCUUCUGAGUAGA. The protein sequence of the target gene is MGIKTALPAAELGLYSLVLSGALAYAGRGLLEASQDGAHRKAFRESVRPGWEYIGRKMDVADFEWVMWFTSFRNVIIFALSGHVLFAKLCTMVAPKLRSWMYAVYGALAVMGTMGPWYLLLLLGHCVGLYVASLLGQPWLCLGLGLASLASFKMDPLISWQSGFVTGTFDLQEVLFHGGSSFTVLRCTSFALESCAHPDRHYSLADLLKYNFYLPFFFFGPIMTFDRFHAQVSQVEPVRREGELWHIRAQAGLSVVAIMAVDIFFHFFYILTIPSDLKFANRLPDSALAGLAYSNLVYDW.... Result: 0 (no interaction).